From a dataset of CYP2C9 inhibition data for predicting drug metabolism from PubChem BioAssay. Regression/Classification. Given a drug SMILES string, predict its absorption, distribution, metabolism, or excretion properties. Task type varies by dataset: regression for continuous measurements (e.g., permeability, clearance, half-life) or binary classification for categorical outcomes (e.g., BBB penetration, CYP inhibition). Dataset: cyp2c9_veith. The compound is COc1ccc(-c2nc3cnc(OC)nc3n(C[C@H]3CCCO3)c2=O)cc1. The result is 0 (non-inhibitor).